The task is: Regression. Given a peptide amino acid sequence and an MHC pseudo amino acid sequence, predict their binding affinity value. This is MHC class I binding data.. This data is from Peptide-MHC class I binding affinity with 185,985 pairs from IEDB/IMGT. The peptide sequence is AVRNAKAAV. The binding affinity (normalized) is 0.235. The MHC is HLA-B15:01 with pseudo-sequence HLA-B15:01.